This data is from Drug-target binding data from BindingDB using IC50 measurements. The task is: Regression. Given a target protein amino acid sequence and a drug SMILES string, predict the binding affinity score between them. We predict pIC50 (pIC50 = -log10(IC50 in M); higher means more potent). Dataset: bindingdb_ic50. (1) The drug is CN(C)S(=O)(=O)c1ccc(-c2nc(-c3nnc(Cc4ccc(F)cc4)o3)c(O)c3ncccc23)cc1. The target protein sequence is FLDGIDKAQDEHEKYHSNWRAMASDFNLPPVVAKEIVASCDKCQLKGEAMHGQVDCSPGIWQLDCTHLEGKVILVAVHVASGYIEAEVIPAETGQETAYFLLKLAGRWPVKTIHTDNGSNFTGATVRAACWWAGIKQEFGIPYNPQSQGVVESMNKELKKIIGQVRDQAEHLKTAVQMAVFIHNFKRKGGIGGYSAGERIVDIIATDIQTKELQKQITKIQNFRVYYRDSRNPLWKGPAKLLWKGEGAVVIQDNSDIKVVPRRKAKIIRDYGKQMAGDDCVASRQDED. The pIC50 is 7.7. (2) The compound is C[C@@H](c1ccc(Cl)cc1)N(C)c1cc(N2CCCC(C(C)(C)O)C2)ncn1. The target protein (Q7TMR0) has sequence MGCRALLLLSFLLLGAATTIPPRLKTLGSPHLSASPTPDPAVARKYSVLYFEQKVDHFGFADMRTFKQRYLVADKHWQRNGGSILFYTGNEGDIVWFCNNTGFMWDVAEELKAMLVFAEHRYYGESLPFGQDSFKDSQHLNFLTSEQALADFAELIRHLEKTIPGAQGQPVIAIGGSYGGMLAAWFRMKYPHIVVGALAASAPIWQLDGMVPCGEFMKIVTNDFRKSGPYCSESIRKSWNVIDKLSGSGSGLQSLTNILHLCSPLTSEKIPTLKGWIAETWVNLAMVNYPYACNFLQPLPAWPIKEVCQYLKNPNVSDTVLLQNIFQALSVYYNYSGQAACLNISQTTTSSLGSMGWSFQACTEMVMPFCTNGIDDMFEPFLWDLEKYSNDCFNQWGVKPRPHWMTTMYGGKNISSHSNIIFSNGELDPWSGGGVTRDITDTLVAINIHDGAHHLDLRAHNAFDPSSVLLSRLLEVKHMKKWILDFYSNIQ. The pIC50 is 6.1. (3) The pIC50 is 7.2. The target protein (Q93088) has sequence MPPVGGKKAKKGILERLNAGEIVIGDGGFVFALEKRGYVKAGPWTPEAAVEHPEAVRQLHREFLRAGSNVMQTFTFYASEDKLENRGNYVLEKISGQEVNEAACDIARQVADEGDALVAGGVSQTPSYLSCKSETEVKKVFLQQLEVFMKKNVDFLIAEYFEHVEEAVWAVETLIASGKPVAATMCIGPEGDLHGVPPGECAVRLVKAGASIIGVNCHFDPTISLKTVKLMKEGLEAARLKAHLMSQPLAYHTPDCNKQGFIDLPEFPFGLEPRVATRWDIQKYAREAYNLGVRYIGGCCGFEPYHIRAIAEELAPERGFLPPASEKHGSWGSGLDMHTKPWVRARARKEYWENLRIASGRPYNPSMSKPDGWGVTKGTAELMQQKEATTEQQLKELFEKQKFKSQ. The small molecule is CC(C)(CCSCC[C@H](N)C(=O)O)CC(=O)O. (4) The small molecule is CC(C)Nc1cccnc1N1CCN(C(=O)c2cc3cc(NS(C)(=O)=O)ccc3[nH]2)CC1. The target protein sequence is PISPIETVPVKLKPGMDGPKVKQWPLTEEKIKALVEICTEMEKEGKISKIGPENPYNTPVFAIKKKDSTKWRKLVDFRELNKRTQDFWEVQLGIPHPAGLKKRKSVTVLDVGDAYFSVPLDEDFRKYTAFTIPSINNETPGIRYQYNVLPQGWKGSPAIFQSSMTKILEPFRKQNPDIVIYQYMDDLYVGSDLEIGQHRTKIEELRQHLLRWGLTTPDKKHQKEPPFLWMGYELHPDKWTVQPIVLPEKDSWTVNDIQKLVGKLNWASQIYPGIRVRQLCKLLRGTKALTEVIPLTEEAELELAENREILKEPVHGVYYDPSKDLIAEIQKQGQGQWTYQIYQEPFKNLRTGKYARMRGAHTNDVKQLTEAVQKITTESIVIWGKTPKFKLPIQKETWETWWTEYWQATWIPEWEFVNTPPLVKLWYQLEKEPIVGAETFYVDGAANRETKLGKAGYVTNRGRQKVVTLTDTTNQKTELQAIYLALQDSGLEVNIVTDSQ.... The pIC50 is 6.8. (5) The small molecule is CC(=O)OCC(=O)[C@H](CCc1ccccc1)NC(=O)[C@H](CCc1ccccc1)NC(=O)OCc1ccccc1. The target protein sequence is MEYHMEYSPNEVIKQEREVFVGKEKSGSKFKRKRSIFIVLTVSICFMFALMLFYFTRNENNKTLFTNSLSNNINDDYIINSLLKSESGKKFIVSKLEELISSYDKEKKMRTTGAEENNMNMNGIDDKDNKSVSFVNKKNGNLKVNNNNQVSYSNLFDTKFLMDNLETVNLFYIFLKENNKKYETSEEMQKRFIIFSENYRKIELHNKKTNSLYKRGMNKFGDLSPEEFRSKYLNLKTHGPFKTLSPPVSYEANYEDVIKKYKPADAKLDRIAYDWRLHGGVTPVKDQALCGSCWAFSSVGSVESQYAIRKKALFLFSEQELVDCSVKNNGCYGGYITNAFDDMIDLGGLCSQDDYPYVSNLPETCNLKRCNERYTIKSYVSIPDDKFKEALRYLGPISISIAASDDFAFYRGGFYDGECGAAPNHAVILVGYGMKDIYNEDTGRMEKFYYYIIKNSWGSDWGEGGYINLETDENGYKKTCSIGTEAYVPLLE. The pIC50 is 4.3.